Dataset: Catalyst prediction with 721,799 reactions and 888 catalyst types from USPTO. Task: Predict which catalyst facilitates the given reaction. Product: [Cl:27][C:19]1[CH:18]=[C:17]([CH:22]=[CH:21][C:20]=1[C:23]([F:24])([F:25])[F:26])[O:16][C:13]1[CH:14]=[CH:15][C:10]([CH2:9][CH2:8][NH2:7])=[CH:11][CH:12]=1. Reactant: C(OC(=O)[NH:7][CH2:8][CH2:9][C:10]1[CH:15]=[CH:14][C:13]([O:16][C:17]2[CH:22]=[CH:21][C:20]([C:23]([F:26])([F:25])[F:24])=[C:19]([Cl:27])[CH:18]=2)=[CH:12][CH:11]=1)(C)(C)C.C(O)(C(F)(F)F)=O. The catalyst class is: 793.